Task: Predict the product of the given reaction.. Dataset: Forward reaction prediction with 1.9M reactions from USPTO patents (1976-2016) (1) Given the reactants [C:1]([O:5][C:6]([N:8]1[C:16]2[C:11](=[CH:12][CH:13]=[C:14](Cl)[CH:15]=2)[C:10]([CH3:19])([CH3:18])[CH2:9]1)=[O:7])([CH3:4])([CH3:3])[CH3:2].[Cl-].[CH3:21][Zn+], predict the reaction product. The product is: [C:1]([O:5][C:6]([N:8]1[C:16]2[C:11](=[CH:12][CH:13]=[C:14]([CH3:21])[CH:15]=2)[C:10]([CH3:19])([CH3:18])[CH2:9]1)=[O:7])([CH3:4])([CH3:3])[CH3:2]. (2) Given the reactants Br[C:2]1[CH:7]=[C:6]([CH3:8])[CH:5]=[CH:4][N:3]=1.[CH2:9]([Sn](CCCC)(CCCC)C=C)[CH2:10]CC, predict the reaction product. The product is: [CH3:8][C:6]1[CH:5]=[CH:4][N:3]=[C:2]([CH:9]=[CH2:10])[CH:7]=1. (3) Given the reactants Cl[C:2]1[C:11]2[C:6](=[CH:7][C:8]([O:14][CH3:15])=[C:9]([O:12][CH3:13])[CH:10]=2)[N:5]=[CH:4][CH:3]=1.[C:16]([C:24]1[CH:29]=[CH:28][N:27]([C:30]2[CH:35]=[CH:34][C:33]([OH:36])=[C:32]([F:37])[CH:31]=2)[C:26](=[O:38])[CH:25]=1)(=[O:23])[C:17]1[CH:22]=[CH:21][CH:20]=[CH:19][CH:18]=1, predict the reaction product. The product is: [C:16]([C:24]1[CH:29]=[CH:28][N:27]([C:30]2[CH:35]=[CH:34][C:33]([O:36][C:2]3[C:11]4[C:6](=[CH:7][C:8]([O:14][CH3:15])=[C:9]([O:12][CH3:13])[CH:10]=4)[N:5]=[CH:4][CH:3]=3)=[C:32]([F:37])[CH:31]=2)[C:26](=[O:38])[CH:25]=1)(=[O:23])[C:17]1[CH:18]=[CH:19][CH:20]=[CH:21][CH:22]=1.